Dataset: Reaction yield outcomes from USPTO patents with 853,638 reactions. Task: Predict the reaction yield, written as a fraction of the theoretical maximum amount of product (1.0 means a 100% yield; for example, 0.34 means a 34% yield). (1) The reactants are Cl.[Cl:2][C:3]1[C:4]([NH:18][CH:19]2[CH2:29][CH2:28][C:22]3([CH2:27][CH2:26][NH:25][CH2:24][CH2:23]3)[CH2:21][CH2:20]2)=[N:5][C:6]([NH:9][C:10]2[CH:14]=[C:13]([CH:15]3[CH2:17][CH2:16]3)[NH:12][N:11]=2)=[N:7][CH:8]=1.[C:30]([CH2:32][C:33](O)=[O:34])#[N:31].C1C=NC2N(O)N=NC=2C=1.CCN=C=NCCCN(C)C. The catalyst is C(Cl)Cl.CN(C=O)C. The product is [Cl:2][C:3]1[C:4]([NH:18][CH:19]2[CH2:29][CH2:28][C:22]3([CH2:27][CH2:26][N:25]([C:33](=[O:34])[CH2:32][C:30]#[N:31])[CH2:24][CH2:23]3)[CH2:21][CH2:20]2)=[N:5][C:6]([NH:9][C:10]2[CH:14]=[C:13]([CH:15]3[CH2:17][CH2:16]3)[NH:12][N:11]=2)=[N:7][CH:8]=1. The yield is 0.369. (2) The reactants are [H-].[Na+].[CH:3]1([C:6]([NH:8][C:9]2[S:13][C:12]3[CH:14]=[C:15]([OH:18])[CH:16]=[CH:17][C:11]=3[C:10]=2[C:19]([NH2:21])=[O:20])=[O:7])[CH2:5][CH2:4]1.[CH3:22]I.[NH4+].[Cl-]. The catalyst is CN(C=O)C. The product is [CH:3]1([C:6]([NH:8][C:9]2[S:13][C:12]3[CH:14]=[C:15]([O:18][CH3:22])[CH:16]=[CH:17][C:11]=3[C:10]=2[C:19]([NH2:21])=[O:20])=[O:7])[CH2:4][CH2:5]1. The yield is 0.320. (3) The reactants are [CH3:1][O:2][C:3]1[CH:4]=[C:5]([C:11]2[C:19]3[C:14](=[N:15][C:16]([O:21][CH2:22][C:23]([O:25]CC)=[O:24])=[CH:17][C:18]=3[CH3:20])[N:13]([CH3:28])[N:12]=2)[CH:6]=[C:7]([O:9][CH3:10])[CH:8]=1.[Li+].[OH-]. The catalyst is O1CCOCC1.O. The product is [CH3:10][O:9][C:7]1[CH:6]=[C:5]([C:11]2[C:19]3[C:14](=[N:15][C:16]([O:21][CH2:22][C:23]([OH:25])=[O:24])=[CH:17][C:18]=3[CH3:20])[N:13]([CH3:28])[N:12]=2)[CH:4]=[C:3]([O:2][CH3:1])[CH:8]=1. The yield is 0.740. (4) The reactants are [N:1]12[CH2:8][CH2:7][CH:4]([CH2:5][CH2:6]1)[CH:3]([O:9][C:10]1[CH:15]=[CH:14][C:13]([S:16][C:17]3[CH:22]=[CH:21][C:20]([OH:23])=[CH:19][CH:18]=3)=[CH:12][CH:11]=1)[CH2:2]2.[ClH:24].O1CCOCC1. The catalyst is C(OCC)(=O)C. The product is [ClH:24].[N:1]12[CH2:8][CH2:7][CH:4]([CH2:5][CH2:6]1)[CH:3]([O:9][C:10]1[CH:11]=[CH:12][C:13]([S:16][C:17]3[CH:22]=[CH:21][C:20]([OH:23])=[CH:19][CH:18]=3)=[CH:14][CH:15]=1)[CH2:2]2. The yield is 0.630. (5) The reactants are [CH:1]1([C:4]2[CH:9]=[CH:8][N:7]=[CH:6][C:5]=2[N:10]2[CH2:19][CH2:18][C:17]3[C:12](=[CH:13][CH:14]=[C:15]([F:20])[CH:16]=3)[C:11]2=[O:21])[CH2:3][CH2:2]1.OS(O)(=O)=O.[N+:27]([O-])([O-:29])=[O:28].[K+]. No catalyst specified. The product is [CH:1]1([C:4]2[CH:9]=[CH:8][N:7]=[CH:6][C:5]=2[N:10]2[CH2:19][CH2:18][C:17]3[C:12](=[CH:13][C:14]([N+:27]([O-:29])=[O:28])=[C:15]([F:20])[CH:16]=3)[C:11]2=[O:21])[CH2:3][CH2:2]1. The yield is 0.491. (6) The catalyst is O. The product is [CH3:1][C:2]1[CH:3]=[C:4]([CH:17]=[CH:18][CH:19]=1)[CH2:5][CH:6]([C:12]([OH:14])=[O:13])[C:7]([OH:9])=[O:8]. The yield is 0.760. The reactants are [CH3:1][C:2]1[CH:3]=[C:4]([CH:17]=[CH:18][CH:19]=1)[CH2:5][CH:6]([C:12]([O:14]CC)=[O:13])[C:7]([O:9]CC)=[O:8].[OH-].[K+].